From a dataset of Reaction yield outcomes from USPTO patents with 853,638 reactions. Predict the reaction yield, written as a fraction of the theoretical maximum amount of product (1.0 means a 100% yield; for example, 0.34 means a 34% yield). (1) The reactants are [NH:1]1[C:10]2[C:5](=[CH:6][CH:7]=[CH:8][CH:9]=2)[CH2:4][CH2:3][CH2:2]1.Cl.C(N=C=NCCCN(C)C)C.[CH3:23][O:24][C:25]1[C:26](=[O:53])[C:27]([CH3:52])=[C:28]([CH2:34][C:35]2[CH:36]=[CH:37][C:38]([O:44][CH2:45][C:46]3[CH:47]=[N:48][CH:49]=[CH:50][CH:51]=3)=[C:39]([CH:43]=2)[C:40](O)=[O:41])[C:29](=[O:33])[C:30]=1[O:31][CH3:32]. The yield is 0.390. The product is [CH3:23][O:24][C:25]1[C:26](=[O:53])[C:27]([CH3:52])=[C:28]([CH2:34][C:35]2[CH:36]=[CH:37][C:38]([O:44][CH2:45][C:46]3[CH:47]=[N:48][CH:49]=[CH:50][CH:51]=3)=[C:39]([CH:43]=2)[C:40]([N:1]2[C:10]3[C:5](=[CH:6][CH:7]=[CH:8][CH:9]=3)[CH2:4][CH2:3][CH2:2]2)=[O:41])[C:29](=[O:33])[C:30]=1[O:31][CH3:32]. The catalyst is C(Cl)Cl. (2) The reactants are [CH:1]1([C:4](Cl)=[O:5])[CH2:3][CH2:2]1.[C:7]([C:11]1[N:15]([CH2:16][CH:17]2[CH2:22][CH2:21][C:20]([F:24])([F:23])[CH2:19][CH2:18]2)[C:14]2[CH:25]=[CH:26][C:27]([S:29]([N:32]3[CH2:35][CH:34]([NH2:36])[CH2:33]3)(=[O:31])=[O:30])=[CH:28][C:13]=2[N:12]=1)([CH3:10])([CH3:9])[CH3:8].CCN(C(C)C)C(C)C. The yield is 0.990. The catalyst is C(Cl)Cl.CCOC(C)=O. The product is [C:7]([C:11]1[N:15]([CH2:16][CH:17]2[CH2:22][CH2:21][C:20]([F:23])([F:24])[CH2:19][CH2:18]2)[C:14]2[CH:25]=[CH:26][C:27]([S:29]([N:32]3[CH2:33][CH:34]([NH:36][C:4]([CH:1]4[CH2:3][CH2:2]4)=[O:5])[CH2:35]3)(=[O:31])=[O:30])=[CH:28][C:13]=2[N:12]=1)([CH3:10])([CH3:8])[CH3:9]. (3) The yield is 0.600. The reactants are [Mg].Br[C:3]1[CH:8]=[CH:7][C:6]([Br:9])=[CH:5][CH:4]=1.[O:10]=[C:11]1[CH2:15][CH2:14][CH2:13][N:12]1[C:16]([O:18][C:19]([CH3:22])([CH3:21])[CH3:20])=[O:17]. The product is [Br:9][C:6]1[CH:7]=[CH:8][C:3]([C:11](=[O:10])[CH2:15][CH2:14][CH2:13][NH:12][C:16](=[O:17])[O:18][C:19]([CH3:20])([CH3:22])[CH3:21])=[CH:4][CH:5]=1. The catalyst is C1COCC1. (4) The reactants are [F-].[K+].[C:3]([O:7][C:8](=[O:26])[CH2:9][C@H:10]([NH:15][C:16]([O:18][CH2:19][C:20]1[CH:25]=[CH:24][CH:23]=[CH:22][CH:21]=1)=[O:17])[C:11](=[O:14])[CH2:12]Br)([CH3:6])([CH3:5])[CH3:4].[F:27][C:28]1[C:33]([F:34])=[CH:32][C:31]([F:35])=[C:30]([F:36])[C:29]=1[OH:37]. The catalyst is CN(C=O)C. The product is [C:3]([O:7][C:8](=[O:26])[CH2:9][C@H:10]([NH:15][C:16]([O:18][CH2:19][C:20]1[CH:25]=[CH:24][CH:23]=[CH:22][CH:21]=1)=[O:17])[C:11](=[O:14])[CH2:12][O:37][C:29]1[C:30]([F:36])=[C:31]([F:35])[CH:32]=[C:33]([F:34])[C:28]=1[F:27])([CH3:6])([CH3:5])[CH3:4]. The yield is 0.960. (5) The reactants are C([O-])([O-])=O.[Cs+].[Cs+].[Br:7][C:8]1[CH:13]=[CH:12][C:11]([C:14]2[C:18]3[CH2:19][N:20]([C:23](=[O:25])[CH3:24])[CH2:21][CH2:22][C:17]=3[NH:16][N:15]=2)=[CH:10][CH:9]=1.[CH2:26]([CH:28]1[O:30][CH2:29]1)Cl. The catalyst is CN(C=O)C.CCOC(C)=O. The product is [Br:7][C:8]1[CH:9]=[CH:10][C:11]([C:14]2[C:18]3[CH2:19][N:20]([C:23](=[O:25])[CH3:24])[CH2:21][CH2:22][C:17]=3[N:16]([CH2:26][CH:28]3[CH2:29][O:30]3)[N:15]=2)=[CH:12][CH:13]=1. The yield is 0.560. (6) The reactants are C1(C)C=CC=CC=1.[C:8]([OH:13])(=[O:12])[C:9]([CH3:11])=[O:10].[CH2:14]([O:16][CH2:17][CH2:18]O)[CH3:15]. The catalyst is O.C1(C)C=CC(S(O)(=O)=O)=CC=1.O. The product is [C:8]([O:13][CH2:15][CH2:14][O:16][CH2:17][CH3:18])(=[O:12])[C:9]([CH3:11])=[O:10]. The yield is 0.680. (7) The reactants are Cl.[C:2]1([C@@H:8]2[CH2:10][C@H:9]2[NH2:11])[CH:7]=[CH:6][CH:5]=[CH:4][CH:3]=1.[F:12][C:13]1[CH:20]=[CH:19][C:16]([CH:17]=O)=[CH:15][CH:14]=1.[BH-](OC(C)=O)(OC(C)=O)OC(C)=O.[Na+]. The catalyst is C(Cl)Cl.O. The product is [F:12][C:13]1[CH:20]=[CH:19][C:16]([CH2:17][NH:11][C@@H:9]2[CH2:10][C@H:8]2[C:2]2[CH:7]=[CH:6][CH:5]=[CH:4][CH:3]=2)=[CH:15][CH:14]=1. The yield is 0.490. (8) The reactants are [NH:1]([C:5]1[C:14]2[C:9](=[C:10]([Cl:15])[CH:11]=[CH:12][CH:13]=2)[CH:8]=[CH:7][CH:6]=1)C(C)=O.[N+:16]([O-])([OH:18])=[O:17].[OH-].[Na+]. The product is [NH2:1][C:5]1[C:14]2[C:9](=[C:10]([Cl:15])[CH:11]=[CH:12][CH:13]=2)[C:8]([N+:16]([O-:18])=[O:17])=[CH:7][CH:6]=1. The catalyst is CC(O)=O.CCO. The yield is 0.320.